This data is from Full USPTO retrosynthesis dataset with 1.9M reactions from patents (1976-2016). The task is: Predict the reactants needed to synthesize the given product. (1) Given the product [C:27]([O:30][C:31]([NH:1][CH:2]([CH2:8][C:9]1[CH:14]=[CH:13][C:12]([OH:15])=[C:11]([OH:16])[CH:10]=1)[C:3]([O:5][CH2:6][CH3:7])=[O:4])=[O:32])([CH3:29])([CH3:28])[CH3:26], predict the reactants needed to synthesize it. The reactants are: [NH2:1][CH:2]([CH2:8][C:9]1[CH:14]=[CH:13][C:12]([OH:15])=[C:11]([OH:16])[CH:10]=1)[C:3]([O:5][CH2:6][CH3:7])=[O:4].C(N(C(C)C)CC)(C)C.[CH3:26][C:27]([O:30][C:31](O[C:31]([O:30][C:27]([CH3:29])([CH3:28])[CH3:26])=[O:32])=[O:32])([CH3:29])[CH3:28]. (2) Given the product [CH2:1]([O:3][C:4]([C:5]1[C:7]2[CH2:12][C@H:11]3[CH2:10][C@H:9]3[C:8]=2[N:23]([C:20]2[N:19]=[N:18][C:17]([Cl:16])=[CH:22][CH:21]=2)[N:24]=1)=[O:14])[CH3:2], predict the reactants needed to synthesize it. The reactants are: [CH2:1]([O:3][C:4](=[O:14])[C:5](=[C:7]1[CH2:12][C@@H:11]2[C@@H:9]([CH2:10]2)[C:8]1=O)[O-])[CH3:2].[K+].[Cl:16][C:17]1[N:18]=[N:19][C:20]([NH:23][NH2:24])=[CH:21][CH:22]=1. (3) Given the product [F:19][C:20]([F:33])([F:32])[S:21]([O:18][C:12]1[CH:11]=[CH:10][C:9]2[N:5]([CH2:4][CH:1]3[CH2:3][CH2:2]3)[N:6]=[N:7][C:8]=2[C:13]=1[C:14]([F:16])([F:17])[F:15])(=[O:23])=[O:22], predict the reactants needed to synthesize it. The reactants are: [CH:1]1([CH2:4][N:5]2[C:9]3[CH:10]=[CH:11][C:12]([OH:18])=[C:13]([C:14]([F:17])([F:16])[F:15])[C:8]=3[N:7]=[N:6]2)[CH2:3][CH2:2]1.[F:19][C:20]([F:33])([F:32])[S:21](O[S:21]([C:20]([F:33])([F:32])[F:19])(=[O:23])=[O:22])(=[O:23])=[O:22].O. (4) Given the product [CH3:22][C:16]1([CH3:21])[O:15][C:14]2[CH:13]=[CH:12][C:11]([C:10]3[CH:2]=[C:3]([CH:7]=[CH:8][CH:9]=3)[C:4]([N:24]([CH3:25])[CH3:23])=[O:6])=[N:20][C:19]=2[NH:18][CH2:17]1, predict the reactants needed to synthesize it. The reactants are: C[C:2]1[C:10]([C:11]2[CH:12]=[CH:13][C:14]3[O:15][C:16]([CH3:22])([CH3:21])[CH2:17][NH:18][C:19]=3[N:20]=2)=[CH:9][CH:8]=[CH:7][C:3]=1[C:4]([OH:6])=O.[CH3:23][N:24](C(ON1N=NC2C=CC=NC1=2)=[N+](C)C)[CH3:25].F[P-](F)(F)(F)(F)F.C(N(C(C)C)CC)(C)C. (5) Given the product [N:1]12[CH2:8][CH2:7][CH:4]([CH2:5][CH2:6]1)[CH:3]([O:9][C:10](=[O:23])[NH:11][C:12]([C:15]1[CH:16]=[C:17]([C:15]3[CH:20]=[CH:19][C:18]([F:21])=[CH:17][CH:16]=3)[C:18]([F:21])=[CH:19][CH:20]=1)([CH3:14])[CH3:13])[CH2:2]2, predict the reactants needed to synthesize it. The reactants are: [N:1]12[CH2:8][CH2:7][CH:4]([CH2:5][CH2:6]1)[CH:3]([O:9][C:10](=[O:23])[NH:11][C:12]([C:15]1[CH:20]=[CH:19][C:18]([F:21])=[C:17](Br)[CH:16]=1)([CH3:14])[CH3:13])[CH2:2]2. (6) Given the product [Cl:1][C:2]1[C:3]([CH3:24])=[C:4]([CH2:8][N:9]2[C:10]3[N:11]=[C:12]([N:18]4[CH2:19][CH2:20][O:21][CH2:22][CH2:23]4)[S:13][C:14]=3[C:15](=[O:16])[N:17]=[C:28]2[CH2:27][O:26][CH3:25])[CH:5]=[CH:6][CH:7]=1, predict the reactants needed to synthesize it. The reactants are: [Cl:1][C:2]1[C:3]([CH3:24])=[C:4]([CH2:8][NH:9][C:10]2[N:11]=[C:12]([N:18]3[CH2:23][CH2:22][O:21][CH2:20][CH2:19]3)[S:13][C:14]=2[C:15]([NH2:17])=[O:16])[CH:5]=[CH:6][CH:7]=1.[CH3:25][O:26][CH2:27][C:28](Cl)=O. (7) Given the product [OH:7][CH2:6][CH2:5][O:7][C:6](=[O:8])[C:5]1[CH:9]=[CH:10][C:2]([C:1]([O:12][CH2:2][CH2:1][OH:11])=[O:11])=[CH:3][CH:4]=1, predict the reactants needed to synthesize it. The reactants are: [C:1]([OH:12])(=[O:11])[C:2]1[CH:10]=[CH:9][C:5]([C:6]([OH:8])=[O:7])=[CH:4][CH:3]=1. (8) Given the product [NH2:12][C:13]1[CH:14]=[C:15]([CH:16]=[CH:17][CH:18]=1)[O:19][C:2]1[CH:3]=[CH:4][C:5]2[N:6]([CH:8]=[C:9]([NH2:11])[N:10]=2)[N:7]=1, predict the reactants needed to synthesize it. The reactants are: I[C:2]1[CH:3]=[CH:4][C:5]2[N:6]([CH:8]=[C:9]([NH2:11])[N:10]=2)[N:7]=1.[NH2:12][C:13]1[CH:14]=[C:15]([OH:19])[CH:16]=[CH:17][CH:18]=1.C(=O)([O-])[O-].[K+].[K+].CN(C)C=O.